Dataset: Catalyst prediction with 721,799 reactions and 888 catalyst types from USPTO. Task: Predict which catalyst facilitates the given reaction. (1) Reactant: [F:1][C:2]1[CH:7]=[CH:6][C:5]([F:8])=[CH:4][C:3]=1[S:9]([NH:12][C:13]1[C:14]([F:23])=[C:15]([CH:20]=[CH:21][CH:22]=1)[C:16]([O:18]C)=O)(=[O:11])=[O:10].[Li+].C[Si]([N-][Si](C)(C)C)(C)C.[Cl:34][C:35]1[N:40]=[C:39]([CH3:41])[CH:38]=[CH:37][N:36]=1. Product: [Cl:34][C:35]1[N:40]=[C:39]([CH2:41][C:16]([C:15]2[C:14]([F:23])=[C:13]([NH:12][S:9]([C:3]3[CH:4]=[C:5]([F:8])[CH:6]=[CH:7][C:2]=3[F:1])(=[O:10])=[O:11])[CH:22]=[CH:21][CH:20]=2)=[O:18])[CH:38]=[CH:37][N:36]=1. The catalyst class is: 1. (2) Reactant: Br[C:2]1[CH:3]=[CH:4][C:5]([Cl:23])=[C:6]([CH:22]=1)[CH2:7][C:8]1[CH:21]=[CH:20][C:11]([O:12][Si:13]([C:16]([CH3:19])([CH3:18])[CH3:17])([CH3:15])[CH3:14])=[CH:10][CH:9]=1.[Li]CCCC.[Si:29]([O:36][C@H:37]1[C@H:44]2[C@H:40]([O:41][C:42]([CH3:46])([CH3:45])[O:43]2)[O:39][C@H:38]1[CH:47]=[O:48])([C:32]([CH3:35])([CH3:34])[CH3:33])([CH3:31])[CH3:30]. Product: [Si:29]([O:36][C@H:37]1[C@H:44]2[C@H:40]([O:41][C:42]([CH3:46])([CH3:45])[O:43]2)[O:39][C@H:38]1[CH:47]([C:2]1[CH:3]=[CH:4][C:5]([Cl:23])=[C:6]([CH2:7][C:8]2[CH:21]=[CH:20][C:11]([O:12][Si:13]([C:16]([CH3:19])([CH3:18])[CH3:17])([CH3:15])[CH3:14])=[CH:10][CH:9]=2)[CH:22]=1)[OH:48])([C:32]([CH3:35])([CH3:34])[CH3:33])([CH3:30])[CH3:31]. The catalyst class is: 1. (3) Reactant: [C:1]1([C:7]2[CH:12]=[CH:11][CH:10]=[C:9]([C:13]3[CH:18]=[CH:17][CH:16]=[CH:15][CH:14]=3)[C:8]=2[OH:19])[CH:6]=[CH:5][CH:4]=[CH:3][CH:2]=1.C(N(CC)CC)C.Cl[P:28]1[O:34][C:33]2[CH:35]=[CH:36][CH:37]=[CH:38][C:32]=2[C:31]2[CH:39]=[CH:40][CH:41]=[CH:42][C:30]=2[O:29]1. Product: [C:13]1([C:9]2[CH:10]=[CH:11][CH:12]=[C:7]([C:1]3[CH:6]=[CH:5][CH:4]=[CH:3][CH:2]=3)[C:8]=2[O:19][P:28]2[O:34][C:33]3[CH:35]=[CH:36][CH:37]=[CH:38][C:32]=3[C:31]3[CH:39]=[CH:40][CH:41]=[CH:42][C:30]=3[O:29]2)[CH:14]=[CH:15][CH:16]=[CH:17][CH:18]=1. The catalyst class is: 11. (4) Reactant: [CH2:1]([N:3]1[C:7]([C:8]2[CH:9]=[C:10]3[C:14](=[CH:15][CH:16]=2)[CH2:13][CH:12]([NH:17]C(=O)OC(C)(C)C)[CH2:11]3)=[CH:6][C:5](=[O:25])[NH:4]1)[CH3:2].F[C:27]1[CH:32]=[CH:31][C:30]([C:33]([F:36])([F:35])[F:34])=[CH:29][CH:28]=1.C([O-])([O-])=O.[K+].[K+]. Product: [CH2:1]([N:3]1[C:7]([C:8]2[CH:9]=[C:10]3[C:14](=[CH:15][CH:16]=2)[CH2:13][CH:12]([NH2:17])[CH2:11]3)=[CH:6][C:5]([O:25][C:27]2[CH:32]=[CH:31][C:30]([C:33]([F:36])([F:35])[F:34])=[CH:29][CH:28]=2)=[N:4]1)[CH3:2]. The catalyst class is: 549. (5) Reactant: CN.CC(C)([O-])C.[K+].Cl.[Cl:10][C:11]1[CH:12]=[C:13]2[C:18](=[CH:19][CH:20]=1)[CH2:17][NH:16][CH2:15][CH2:14]2.Br[C:22]1[CH:27]=[C:26]([CH3:28])[C:25]([NH:29][C:30](=[O:36])[CH2:31][C:32]([CH3:35])([CH3:34])[CH3:33])=[C:24]([Cl:37])[CH:23]=1. Product: [Cl:37][C:24]1[CH:23]=[C:22]([N:16]2[CH2:15][CH2:14][C:13]3[C:18](=[CH:19][CH:20]=[C:11]([Cl:10])[CH:12]=3)[CH2:17]2)[CH:27]=[C:26]([CH3:28])[C:25]=1[NH:29][C:30](=[O:36])[CH2:31][C:32]([CH3:34])([CH3:33])[CH3:35]. The catalyst class is: 11. (6) Reactant: [OH-].[K+].[CH3:3][C:4]1[CH:12]=[CH:11][C:7]([C:8]([OH:10])=[O:9])=[CH:6][C:5]=1[C:13]([F:16])([F:15])[F:14].I[CH3:18]. Product: [CH3:18][O:9][C:8](=[O:10])[C:7]1[CH:11]=[CH:12][C:4]([CH3:3])=[C:5]([C:13]([F:14])([F:15])[F:16])[CH:6]=1. The catalyst class is: 16. (7) Reactant: [F:1][C:2]1[CH:32]=[CH:31][C:5]([CH2:6][S:7][C:8]2[N:13]([CH2:14][C:15]3[NH:19][CH:18]([CH2:20][CH2:21][CH2:22][CH2:23][CH2:24][CH2:25][CH3:26])[O:17][N:16]=3)[C:12]3[CH2:27][CH2:28][CH2:29][C:11]=3[C:10](=[O:30])[N:9]=2)=[CH:4][CH:3]=1. Product: [F:1][C:2]1[CH:3]=[CH:4][C:5]([CH2:6][S:7][C:8]2[N:13]([CH2:14][C:15]3[N:19](/[CH:18]=[CH:20]/[CH2:21][CH2:22][CH2:23][CH2:24][CH2:25][CH3:26])[CH:18]([CH2:20][CH2:21][CH2:22][CH2:23][CH2:24][CH2:25][CH3:26])[O:17][N:16]=3)[C:12]3[CH2:27][CH2:28][CH2:29][C:11]=3[C:10](=[O:30])[N:9]=2)=[CH:31][CH:32]=1. The catalyst class is: 1. (8) Reactant: [Br:1][C:2]1[C:3]([NH:35][CH2:36][CH2:37][CH2:38][N:39]([CH3:46])[C:40]([CH:42]2[CH2:45][CH2:44][CH2:43]2)=[O:41])=[N:4][C:5]([NH:8][C:9]2[CH:34]=[CH:33][C:12]([O:13][CH2:14][CH2:15][O:16][CH2:17][CH2:18][O:19][CH2:20][CH2:21][O:22][CH2:23][CH2:24][NH:25]C(=O)OC(C)(C)C)=[CH:11][CH:10]=2)=[N:6][CH:7]=1. Product: [NH2:25][CH2:24][CH2:23][O:22][CH2:21][CH2:20][O:19][CH2:18][CH2:17][O:16][CH2:15][CH2:14][O:13][C:12]1[CH:33]=[CH:34][C:9]([NH:8][C:5]2[N:4]=[C:3]([NH:35][CH2:36][CH2:37][CH2:38][N:39]([CH3:46])[C:40]([CH:42]3[CH2:45][CH2:44][CH2:43]3)=[O:41])[C:2]([Br:1])=[CH:7][N:6]=2)=[CH:10][CH:11]=1. The catalyst class is: 330. (9) Reactant: [CH:1]1([NH:4][C:5]([C:7]2[CH:8]=[CH:9][C:10]([CH3:35])=[C:11]([C:13]3[CH:14]=[C:15]4[C:20](=[CH:21][CH:22]=3)[C:19](=[O:23])[N:18]([CH2:24][C:25]3[CH:34]=[CH:33][C:28]([C:29]([O:31]C)=[O:30])=[CH:27][CH:26]=3)[CH:17]=[CH:16]4)[CH:12]=2)=[O:6])[CH2:3][CH2:2]1.[OH-].[Na+].C(O)(=O)C. Product: [CH:1]1([NH:4][C:5]([C:7]2[CH:8]=[CH:9][C:10]([CH3:35])=[C:11]([C:13]3[CH:14]=[C:15]4[C:20](=[CH:21][CH:22]=3)[C:19](=[O:23])[N:18]([CH2:24][C:25]3[CH:26]=[CH:27][C:28]([C:29]([OH:31])=[O:30])=[CH:33][CH:34]=3)[CH:17]=[CH:16]4)[CH:12]=2)=[O:6])[CH2:2][CH2:3]1. The catalyst class is: 5. (10) The catalyst class is: 199. Product: [CH3:1][C:2]1[CH:7]=[CH:6][C:5]([CH:8]([OH:10])[CH3:9])=[CH:4][C:3]=1[N+:11]([O-:13])=[O:12]. Reactant: [CH3:1][C:2]1[CH:7]=[CH:6][C:5]([C:8](=[O:10])[CH3:9])=[CH:4][C:3]=1[N+:11]([O-:13])=[O:12].[BH4-].[Na+].Cl.O.